From a dataset of Forward reaction prediction with 1.9M reactions from USPTO patents (1976-2016). Predict the product of the given reaction. (1) Given the reactants Cl[CH:2]1[C:7](=[O:8])[CH2:6][C:5]([CH2:14][CH2:15][C:16]2[CH:21]=[CH:20][C:19]([O:22][CH3:23])=[C:18]([Cl:24])[CH:17]=2)([CH:9]2[CH2:13][CH2:12][CH2:11][CH2:10]2)[O:4][C:3]1=[O:25].[SH:26][C:27]1[N:40]=[C:30]2[N:31]=[CH:32][C:33]([C:35]([O:37][CH2:38][CH3:39])=[O:36])=[CH:34][N:29]2[N:28]=1, predict the reaction product. The product is: [Cl:24][C:18]1[CH:17]=[C:16]([CH2:15][CH2:14][C:5]2([CH:9]3[CH2:13][CH2:12][CH2:11][CH2:10]3)[O:4][C:3](=[O:25])[C:2]([S:26][C:27]3[N:40]=[C:30]4[N:31]=[CH:32][C:33]([C:35]([O:37][CH2:38][CH3:39])=[O:36])=[CH:34][N:29]4[N:28]=3)=[C:7]([OH:8])[CH2:6]2)[CH:21]=[CH:20][C:19]=1[O:22][CH3:23]. (2) Given the reactants [N:1]1[CH:6]=[CH:5][CH:4]=[CH:3][C:2]=1[N:7]1[CH2:12][CH2:11][C:10]2[O:13][C:14]([C:16]3C=C(C)[CH:19]=[CH:20][CH:21]=3)=[N:15][C:9]=2[CH2:8]1.[CH3:23][C:24]1[CH:28]=[C:27]([C:29]2[O:30][C:31]3[CH2:36][CH2:35][N:34]([C:37]([O:39][CH2:40][C:41]4[CH:46]=[CH:45][CH:44]=[CH:43][CH:42]=4)=[O:38])[CH2:33][C:32]=3[N:47]=2)[O:26][N:25]=1.CC1C=C(C(O)=O)[O:51][N:50]=1, predict the reaction product. The product is: [CH3:23][C:24]1[CH:28]=[C:27]([C:29]2[O:30][C:31]3[CH2:36][CH2:35][N:34]([C:37]([O:39][CH2:40][C:41]4[CH:46]=[CH:45][CH:44]=[CH:43][CH:42]=4)=[O:38])[CH2:33][C:32]=3[N:47]=2)[O:26][N:25]=1.[CH3:19][C:20]1[CH:21]=[C:16]([C:14]2[O:13][C:10]3[CH2:11][CH2:12][N:7]([C:2]4[CH:3]=[CH:4][CH:5]=[CH:6][N:1]=4)[CH2:8][C:9]=3[N:15]=2)[O:51][N:50]=1. (3) The product is: [C:23]([Si:18]1([C:27]([CH3:29])([CH3:30])[CH3:28])[O:17][C@H:16]2[C@@H:15]([O:31][Si:32]([C:35]([CH3:38])([CH3:37])[CH3:36])([CH3:33])[CH3:34])[C@H:14]([N:3]3[C:2]([C:39]#[N:40])=[N:10][C:9]4[C:4]3=[N:5][CH:6]=[N:7][C:8]=4[N:11]([CH3:13])[CH3:12])[O:22][C@@H:21]2[CH2:20][O:19]1)([CH3:26])([CH3:24])[CH3:25]. Given the reactants Br[C:2]1[N:3]([C@@H:14]2[O:22][C@H:21]3[C@@H:16]([O:17][Si:18]([C:27]([CH3:30])([CH3:29])[CH3:28])([C:23]([CH3:26])([CH3:25])[CH3:24])[O:19][CH2:20]3)[C@H:15]2[O:31][Si:32]([C:35]([CH3:38])([CH3:37])[CH3:36])([CH3:34])[CH3:33])[C:4]2[C:9]([N:10]=1)=[C:8]([N:11]([CH3:13])[CH3:12])[N:7]=[CH:6][N:5]=2.[C-:39]#[N:40].[Na+].[F-].[Cs+].C(=O)(O)[O-].[Na+], predict the reaction product.